Dataset: Full USPTO retrosynthesis dataset with 1.9M reactions from patents (1976-2016). Task: Predict the reactants needed to synthesize the given product. (1) Given the product [OH:13][C:14]1[CH:15]=[C:16]([CH:33]=[CH:34][CH:35]=1)[O:17][CH:18]1[CH2:19][CH2:20][N:21]([C:24]([O:26][C:27]2[CH:28]=[N:29][CH:30]=[CH:31][CH:32]=2)=[O:25])[CH2:22][CH2:23]1, predict the reactants needed to synthesize it. The reactants are: C1COCC1.C([O:13][C:14]1[CH:15]=[C:16]([CH:33]=[CH:34][CH:35]=1)[O:17][CH:18]1[CH2:23][CH2:22][N:21]([C:24]([O:26][C:27]2[CH:28]=[N:29][CH:30]=[CH:31][CH:32]=2)=[O:25])[CH2:20][CH2:19]1)C1C=CC=CC=1.[H][H]. (2) The reactants are: Cl.Cl.Cl.[O:4]1[C:12]2[CH:11]=[CH:10][N:9]=[C:8]([N:13]3[CH2:18][CH2:17][N:16]([CH2:19][CH2:20][C@H:21]4[CH2:26][CH2:25][C@H:24]([NH2:27])[CH2:23][CH2:22]4)[CH2:15][CH2:14]3)[C:7]=2[CH2:6][CH2:5]1.[C:28]([CH2:30][C:31](O)=[O:32])#[N:29]. Given the product [C:28]([CH2:30][C:31]([NH:27][C@H:24]1[CH2:25][CH2:26][C@H:21]([CH2:20][CH2:19][N:16]2[CH2:17][CH2:18][N:13]([C:8]3[C:7]4[CH2:6][CH2:5][O:4][C:12]=4[CH:11]=[CH:10][N:9]=3)[CH2:14][CH2:15]2)[CH2:22][CH2:23]1)=[O:32])#[N:29], predict the reactants needed to synthesize it. (3) Given the product [CH3:13][C:12]1[C:7]([NH:6][C:1]2[N:24]([CH3:23])[N:25]=[CH:4][CH:5]=2)=[N:8][C:9]([NH:15][CH2:16][C:17]2[CH:22]=[CH:21][CH:20]=[CH:19][N:18]=2)=[N:10][C:11]=1[CH3:14], predict the reactants needed to synthesize it. The reactants are: [CH:1]1([NH:6][C:7]2[C:12]([CH3:13])=[C:11]([CH3:14])[N:10]=[C:9]([NH:15][CH2:16][C:17]3[CH:22]=[CH:21][CH:20]=[CH:19][N:18]=3)[N:8]=2)[CH2:5][CH2:4]CC1.[CH3:23][N:24]1C(N)=CC=[N:25]1. (4) Given the product [S:11]1[C:12]2[C:4]([NH2:1])=[CH:5][CH:6]=[CH:7][C:8]=2[CH:9]=[N:10]1, predict the reactants needed to synthesize it. The reactants are: [N+:1]([C:4]1[C:12]2[S:11][N:10]=[CH:9][C:8]=2[CH:7]=[CH:6][CH:5]=1)([O-])=O.O.O.O.O.O.O.O.O.O.[S-2].[Na+].[Na+].C(O)C.O. (5) Given the product [CH:1]1([CH:7]2[CH2:15][C:14]3[C:9](=[C:10]([C:26]4[C:27]5[C:22](=[CH:21][CH:20]=[CH:19][CH:18]=5)[CH:23]=[CH:24][CH:25]=4)[CH:11]=[CH:12][CH:13]=3)[C:8]2=[O:17])[CH2:6][CH2:5][CH2:4][CH2:3][CH2:2]1, predict the reactants needed to synthesize it. The reactants are: [CH:1]1([CH:7]2[CH2:15][C:14]3[C:9](=[C:10](Cl)[CH:11]=[CH:12][CH:13]=3)[C:8]2=[O:17])[CH2:6][CH2:5][CH2:4][CH2:3][CH2:2]1.[C:18]1(B(O)O)[C:27]2[C:22](=[CH:23][CH:24]=[CH:25][CH:26]=2)[CH:21]=[CH:20][CH:19]=1.C(=O)([O-])[O-].[Na+].[Na+].O. (6) Given the product [ClH:1].[Cl:1][C:2]1[C:7]2[N:8]=[C:9]([C:11]3[C:20](=[O:21])[O:19][C:18]4[CH:17]=[C:16]([N:22]5[CH2:27][CH2:26][NH:25][CH2:24][CH2:23]5)[N:15]=[CH:14][C:13]=4[CH:12]=3)[S:10][C:6]=2[CH:5]=[CH:4][CH:3]=1, predict the reactants needed to synthesize it. The reactants are: [Cl:1][C:2]1[C:7]2[N:8]=[C:9]([C:11]3[C:20](=[O:21])[O:19][C:18]4[CH:17]=[C:16]([N:22]5[CH2:27][CH2:26][N:25](C(OC(C)(C)C)=O)[CH2:24][CH2:23]5)[N:15]=[CH:14][C:13]=4[CH:12]=3)[S:10][C:6]=2[CH:5]=[CH:4][CH:3]=1.Cl. (7) Given the product [F:12][C:13]1[CH:19]=[C:18]([CH:16]=[CH:15][C:14]=1[CH3:20])[NH:22][CH2:10][C:3]1[C:4]([CH3:9])([CH3:8])[CH2:5][CH2:6][CH2:7][C:2]=1[CH3:1], predict the reactants needed to synthesize it. The reactants are: [CH3:1][C:2]1[CH2:7][CH2:6][CH2:5][C:4]([CH3:9])([CH3:8])[C:3]=1[CH:10]=O.[F:12][C:13]1[CH:19]=[CH:18][C:16](N)=[CH:15][C:14]=1[CH3:20].C([BH3-])#[N:22].[Na+].[Cl-].[NH4+].